From a dataset of Catalyst prediction with 721,799 reactions and 888 catalyst types from USPTO. Predict which catalyst facilitates the given reaction. (1) Reactant: Br[C:2]1[C:7]([Cl:8])=[CH:6][C:5]([O:9][CH3:10])=[CH:4][C:3]=1[Cl:11].[F:12][C:13]([F:27])([F:26])[C:14]1[CH:15]=[CH:16][C:17]([N:20]2[CH2:25][CH2:24][NH:23][CH2:22][CH2:21]2)=[N:18][CH:19]=1.CC(C)([O-])C.[Na+].O. Product: [Cl:11][C:3]1[CH:4]=[C:5]([O:9][CH3:10])[CH:6]=[C:7]([Cl:8])[C:2]=1[N:23]1[CH2:24][CH2:25][N:20]([C:17]2[CH:16]=[CH:15][C:14]([C:13]([F:27])([F:12])[F:26])=[CH:19][N:18]=2)[CH2:21][CH2:22]1. The catalyst class is: 11. (2) Product: [Cl:1][C:2]1[CH:9]=[N+:8]([O-:26])[CH:7]=[C:6]([C:10]2[CH:15]=[CH:14][CH:13]=[C:12]([O:16][CH3:17])[CH:11]=2)[C:3]=1[C:4]#[N:5]. The catalyst class is: 4. Reactant: [Cl:1][C:2]1[CH:9]=[N:8][CH:7]=[C:6]([C:10]2[CH:15]=[CH:14][CH:13]=[C:12]([O:16][CH3:17])[CH:11]=2)[C:3]=1[C:4]#[N:5].ClC1C=CC=C(C(OO)=[O:26])C=1.